Dataset: Reaction yield outcomes from USPTO patents with 853,638 reactions. Task: Predict the reaction yield, written as a fraction of the theoretical maximum amount of product (1.0 means a 100% yield; for example, 0.34 means a 34% yield). (1) The reactants are [F:1][C:2]1[CH:3]=[C:4]([C:8]2([CH2:22][CH2:23][N:24]3[C@H:29]4[CH2:30][CH2:31][C@@H:25]3[CH2:26][CH:27]([N:32]3[C:36]5[CH:37]=[CH:38][CH:39]=[CH:40][C:35]=5[N:34]=[C:33]3[CH3:41])[CH2:28]4)[CH2:13][CH2:12][N:11]([C:14](=[O:21])[C:15]([CH3:20])([NH2:19])[CH:16]([CH3:18])[CH3:17])[CH2:10][CH2:9]2)[CH:5]=[CH:6][CH:7]=1.[Cl:42][CH:43]([Cl:47])[C:44](Cl)=[O:45].CCN(C(C)C)C(C)C. No catalyst specified. The product is [Cl:42][CH:43]([Cl:47])[C:44]([NH:19][C:15]([C:14]([N:11]1[CH2:12][CH2:13][C:8]([C:4]2[CH:5]=[CH:6][CH:7]=[C:2]([F:1])[CH:3]=2)([CH2:22][CH2:23][N:24]2[C@H:29]3[CH2:30][CH2:31][C@@H:25]2[CH2:26][CH:27]([N:32]2[C:36]4[CH:37]=[CH:38][CH:39]=[CH:40][C:35]=4[N:34]=[C:33]2[CH3:41])[CH2:28]3)[CH2:9][CH2:10]1)=[O:21])([CH3:20])[CH:16]([CH3:17])[CH3:18])=[O:45]. The yield is 0.690. (2) The reactants are C(=O)([O-])[O-].[Na+].[Na+].[F:7][C:8]([F:19])([F:18])[C:9]1[C:14](B(O)O)=[CH:13][CH:12]=[CH:11][N:10]=1.[Cl:20][C:21]1[C:26]([C:27]2[CH:32]=[CH:31][N:30]=[C:29]([CH3:33])[CH:28]=2)=[CH:25][N:24]=[C:23]([N:34]2[CH2:39][C@H:38]([CH3:40])[O:37][C@H:36]([CH3:41])[CH2:35]2)[N:22]=1. The catalyst is O.COCCOC.C1C=CC(P(C2C=CC=CC=2)C2C=CC=CC=2)=CC=1.C1C=CC(P(C2C=CC=CC=2)C2C=CC=CC=2)=CC=1.Cl[Pd]Cl. The product is [ClH:20].[CH3:40][C@H:38]1[O:37][C@@H:36]([CH3:41])[CH2:35][N:34]([C:23]2[N:24]=[C:25]([C:14]3[C:9]([C:8]([F:19])([F:18])[F:7])=[N:10][CH:11]=[CH:12][CH:13]=3)[C:26]([C:27]3[CH:32]=[CH:31][N:30]=[C:29]([CH3:33])[CH:28]=3)=[CH:21][N:22]=2)[CH2:39]1. The yield is 0.195.